From a dataset of Catalyst prediction with 721,799 reactions and 888 catalyst types from USPTO. Predict which catalyst facilitates the given reaction. Product: [CH:23]([CH:17]1[C:16]2[CH:15]=[CH:14][CH:13]=[C:12]([C:20]([OH:22])=[O:21])[C:11]=2[C:10]2[C:18]1=[CH:19][C:7]([CH2:6][CH2:5][CH2:4][C:1]([OH:3])=[O:2])=[CH:8][CH:9]=2)=[O:24]. Reactant: [C:1]([CH2:4][CH2:5][CH2:6][C:7]1[CH:19]=[C:18]2[C:10]([C:11]3[C:12]([C:20]([OH:22])=[O:21])=[CH:13][CH:14]=[CH:15][C:16]=3[CH2:17]2)=[CH:9][CH:8]=1)([OH:3])=[O:2].[CH:23](OCC)=[O:24].CC(C)([O-])C.[K+].C1COCC1. The catalyst class is: 3.